This data is from Clinical trial toxicity outcomes and FDA approval status for drugs. The task is: Regression/Classification. Given a drug SMILES string, predict its toxicity properties. Task type varies by dataset: regression for continuous values (e.g., LD50, hERG inhibition percentage) or binary classification for toxic/non-toxic outcomes (e.g., AMES mutagenicity, cardiotoxicity, hepatotoxicity). Dataset: clintox. (1) The molecule is CN(CCOc1ccc(CC2SC(=O)NC2=O)cc1)c1ccccn1. The result is 1 (failed clinical trial for toxicity). (2) The compound is CC(C)(C)NC(=O)N[C@H](C(=O)N1C[C@H]2[C@@H]([C@H]1C(=O)NC(CC1CCC1)C(=O)C(N)=O)C2(C)C)C(C)(C)C. The result is 0 (passed clinical trial). (3) The compound is CO[C@H]1/C=C/O[C@@]2(C)Oc3c(C)c(O)c4c(O)c(c(/C=N/N5CC[NH+](C6CCCC6)CC5)c(O)c4c3C2=O)NC(=O)/C(C)=C\C=C\[C@H](C)[C@H](O)[C@@H](C)[C@@H](O)[C@@H](C)[C@H](OC(C)=O)[C@@H]1C. The result is 0 (passed clinical trial). (4) The result is 1 (failed clinical trial for toxicity). The compound is CC(O)C(=O)O.CN1CCN(c2ccc3c(c2)N/C(=C2/C(=O)N=c4cccc(F)c4=C2N)N3)CC1.O. (5) The drug is NC(N)=[NH+]CCCC(NC(=O)[C@H]([NH3+])CCC[NH+]=C(N)N)C(=O)N1CCCC1C(=O)N1C[C@H](O)CC1C(=O)NCC(=O)N[C@@H](Cc1cccs1)C(=O)N[C@@H](CO)C(=O)N1Cc2ccccc2CC1C(=O)N1C(C(=O)N[C@@H](CCC[NH+]=C(N)N)C(=O)[O-])C[C@@H]2CCCC[C@@H]21. The result is 0 (passed clinical trial). (6) The molecule is COC1=CC(=O)OC(/C=C/C2=CCCC=C2)C1. The result is 1 (failed clinical trial for toxicity). (7) The drug is C[NH+](C)CCC(c1ccc(Br)cc1)c1ccccn1. The result is 0 (passed clinical trial).